Dataset: NCI-60 drug combinations with 297,098 pairs across 59 cell lines. Task: Regression. Given two drug SMILES strings and cell line genomic features, predict the synergy score measuring deviation from expected non-interaction effect. (1) Drug 1: CCCS(=O)(=O)NC1=C(C(=C(C=C1)F)C(=O)C2=CNC3=C2C=C(C=N3)C4=CC=C(C=C4)Cl)F. Drug 2: CC1=CC=C(C=C1)C2=CC(=NN2C3=CC=C(C=C3)S(=O)(=O)N)C(F)(F)F. Cell line: UO-31. Synergy scores: CSS=11.4, Synergy_ZIP=-4.26, Synergy_Bliss=-0.989, Synergy_Loewe=0.423, Synergy_HSA=0.474. (2) Drug 1: CCC1(CC2CC(C3=C(CCN(C2)C1)C4=CC=CC=C4N3)(C5=C(C=C6C(=C5)C78CCN9C7C(C=CC9)(C(C(C8N6C)(C(=O)OC)O)OC(=O)C)CC)OC)C(=O)OC)O.OS(=O)(=O)O. Drug 2: C1=CN(C=N1)CC(O)(P(=O)(O)O)P(=O)(O)O. Cell line: A498. Synergy scores: CSS=3.14, Synergy_ZIP=-1.61, Synergy_Bliss=-1.39, Synergy_Loewe=-0.0575, Synergy_HSA=-0.206. (3) Drug 1: C1CN1P(=S)(N2CC2)N3CC3. Drug 2: N.N.Cl[Pt+2]Cl. Cell line: NCI/ADR-RES. Synergy scores: CSS=50.9, Synergy_ZIP=-8.38, Synergy_Bliss=-5.84, Synergy_Loewe=-5.55, Synergy_HSA=-1.11. (4) Drug 1: C1=NNC2=C1C(=O)NC=N2. Drug 2: CC1C(C(CC(O1)OC2CC(CC3=C2C(=C4C(=C3O)C(=O)C5=CC=CC=C5C4=O)O)(C(=O)C)O)N)O. Cell line: COLO 205. Synergy scores: CSS=60.3, Synergy_ZIP=4.86, Synergy_Bliss=6.22, Synergy_Loewe=-49.1, Synergy_HSA=5.65. (5) Drug 1: CC1=CC2C(CCC3(C2CCC3(C(=O)C)OC(=O)C)C)C4(C1=CC(=O)CC4)C. Drug 2: CN(CC1=CN=C2C(=N1)C(=NC(=N2)N)N)C3=CC=C(C=C3)C(=O)NC(CCC(=O)O)C(=O)O. Cell line: NCI-H522. Synergy scores: CSS=32.9, Synergy_ZIP=0.296, Synergy_Bliss=-1.37, Synergy_Loewe=-44.1, Synergy_HSA=-3.21.